From a dataset of Full USPTO retrosynthesis dataset with 1.9M reactions from patents (1976-2016). Predict the reactants needed to synthesize the given product. Given the product [Br:1][C:2]1[CH:7]=[CH:6][C:5]2[S:18][C:16]([NH2:17])=[N:9][C:4]=2[CH:3]=1, predict the reactants needed to synthesize it. The reactants are: [Br:1][C:2]1[CH:7]=[CH:6][C:5](N)=[C:4]([N+:9]([O-])=O)[CH:3]=1.N([O-])=O.[Na+].[C:16]([S-:18])#[N:17].[K+].Cl[Sn]Cl.